From a dataset of Buchwald-Hartwig C-N cross coupling reaction yields with 55,370 reactions. Predict the reaction yield, written as a fraction of the theoretical maximum amount of product (1.0 means a 100% yield; for example, 0.34 means a 34% yield). The reactants are COc1ccc(Br)cc1.Cc1ccc(N)cc1.O=S(=O)(O[Pd]1c2ccccc2-c2ccccc2N~1)C(F)(F)F.CC(C)c1cc(C(C)C)c(-c2ccccc2P(C(C)(C)C)C(C)(C)C)c(C(C)C)c1.CN1CCCN2CCCN=C12.COC(=O)c1ccno1. No catalyst specified. The product is COc1ccc(Nc2ccc(C)cc2)cc1. The yield is 0.312.